Predict the product of the given reaction. From a dataset of Forward reaction prediction with 1.9M reactions from USPTO patents (1976-2016). (1) Given the reactants [H-].[H-].[H-].[H-].[Li+].[Al+3].[NH2:7][C:8]1[CH:17]=[C:16]2[C:11]([C:12]([CH3:21])([CH3:20])[C:13](=O)[NH:14][C:15]2=O)=[CH:10][CH:9]=1.[OH-].[Na+], predict the reaction product. The product is: [CH3:20][C:12]1([CH3:21])[C:11]2[C:16](=[CH:17][C:8]([NH2:7])=[CH:9][CH:10]=2)[CH2:15][NH:14][CH2:13]1. (2) The product is: [F:20][C:21]1[CH:26]=[CH:25][C:24]([O:30][CH3:31])=[C:23]([C:2]2[CH:7]=[CH:6][N:5]=[C:4]3[N:8]([S:11]([C:14]4[CH:19]=[CH:18][CH:17]=[CH:16][CH:15]=4)(=[O:13])=[O:12])[CH:9]=[CH:10][C:3]=23)[CH:22]=1. Given the reactants Br[C:2]1[CH:7]=[CH:6][N:5]=[C:4]2[N:8]([S:11]([C:14]3[CH:19]=[CH:18][CH:17]=[CH:16][CH:15]=3)(=[O:13])=[O:12])[CH:9]=[CH:10][C:3]=12.[F:20][C:21]1[CH:22]=[CH:23][C:24]([O:30][CH3:31])=[C:25](B(O)O)[CH:26]=1.C(=O)([O-])[O-].[K+].[K+], predict the reaction product. (3) Given the reactants [H-].[Al+3].[Li+].[H-].[H-].[H-].[CH3:7][O:8][C:9]1[CH:10]=[C:11]([O:22][CH2:23][C:24](OCC)=[O:25])[CH:12]=[C:13]([O:15][CH2:16][C:17](OCC)=[O:18])[CH:14]=1.C(OCC)(=O)C.S([O-])(O)(=O)=O.[K+], predict the reaction product. The product is: [CH3:7][O:8][C:9]1[CH:14]=[C:13]([O:15][CH2:16][CH2:17][OH:18])[CH:12]=[C:11]([O:22][CH2:23][CH2:24][OH:25])[CH:10]=1. (4) Given the reactants [N:1]1([C:7]2[CH:17]=[CH:16][C:10]([C:11]([O:13][CH2:14][CH3:15])=[O:12])=[CH:9][CH:8]=2)[CH2:6][CH2:5][NH:4][CH2:3][CH2:2]1.[F:18][C:19]([F:44])([F:43])[CH2:20][NH:21][C:22]([C:24]1([CH2:37][CH2:38][CH2:39][CH2:40][CH2:41]Br)[C:36]2[CH:35]=[CH:34][CH:33]=[CH:32][C:31]=2[C:30]2[C:25]1=[CH:26][CH:27]=[CH:28][CH:29]=2)=[O:23], predict the reaction product. The product is: [F:18][C:19]([F:43])([F:44])[CH2:20][NH:21][C:22]([C:24]1([CH2:37][CH2:38][CH2:39][CH2:40][CH2:41][N:4]2[CH2:3][CH2:2][N:1]([C:7]3[CH:8]=[CH:9][C:10]([C:11]([O:13][CH2:14][CH3:15])=[O:12])=[CH:16][CH:17]=3)[CH2:6][CH2:5]2)[C:36]2[CH:35]=[CH:34][CH:33]=[CH:32][C:31]=2[C:30]2[C:25]1=[CH:26][CH:27]=[CH:28][CH:29]=2)=[O:23]. (5) Given the reactants C1C=CC(P(C2C(C3C(P(C4C=CC=CC=4)C4C=CC=CC=4)=CC=C4C=3C=CC=C4)=C3C(C=CC=C3)=CC=2)C2C=CC=CC=2)=CC=1.[CH3:47][O:48][C:49]1[CH:58]=[CH:57][C:56]2[C:51](=[CH:52][CH:53]=[CH:54][CH:55]=2)[C:50]=1[NH2:59].[CH3:60][O:61][C:62]1[CH:71]=[CH:70][C:69]2[C:64](=[CH:65][CH:66]=[CH:67][CH:68]=2)[C:63]=1Br.C(=O)([O-])[O-].[Cs+].[Cs+], predict the reaction product. The product is: [CH3:47][O:48][C:49]1[CH:58]=[CH:57][C:56]2[C:51](=[CH:52][CH:53]=[CH:54][CH:55]=2)[C:50]=1[NH:59][C:63]1[C:64]2[C:69](=[CH:68][CH:67]=[CH:66][CH:65]=2)[CH:70]=[CH:71][C:62]=1[O:61][CH3:60]. (6) Given the reactants N[C:2]1[C:11]2[C:6](=[CH:7][C:8]([Br:12])=[CH:9][CH:10]=2)[N:5]=[N:4]C=1C(N)=O.[OH-:16].[K+].[C:18]([OH:21])(=[O:20])[CH3:19], predict the reaction product. The product is: [Br:12][C:8]1[CH:7]=[C:6]2[C:11]([C:2]([OH:16])=[C:19]([C:18]([OH:21])=[O:20])[N:4]=[N:5]2)=[CH:10][CH:9]=1.